From a dataset of Forward reaction prediction with 1.9M reactions from USPTO patents (1976-2016). Predict the product of the given reaction. (1) Given the reactants [CH3:1][C:2]1[CH:7]=[CH:6][CH:5]=[C:4]([CH3:8])[C:3]=1[OH:9].[H-].[Na+].FC(F)(F)S(O[C:18]1[C:27]2[C:26](=[O:28])[N:25]([CH2:29][C:30]3[CH:35]=[CH:34][C:33]([O:36][CH3:37])=[CH:32][CH:31]=3)[C:24](=[O:38])[N:23]([C:39]3[CH:44]=[CH:43][C:42]([I:45])=[CH:41][C:40]=3[F:46])[C:22]=2[N:21]([CH3:47])[C:20](=[O:48])[CH:19]=1)(=O)=O, predict the reaction product. The product is: [CH3:1][C:2]1[CH:7]=[CH:6][CH:5]=[C:4]([CH3:8])[C:3]=1[O:9][C:18]1[C:27]2[C:26](=[O:28])[N:25]([CH2:29][C:30]3[CH:31]=[CH:32][C:33]([O:36][CH3:37])=[CH:34][CH:35]=3)[C:24](=[O:38])[N:23]([C:39]3[CH:44]=[CH:43][C:42]([I:45])=[CH:41][C:40]=3[F:46])[C:22]=2[N:21]([CH3:47])[C:20](=[O:48])[CH:19]=1. (2) Given the reactants [C:1]([C:5]1[CH:31]=[CH:30][C:8]([CH2:9][N:10]2[C:18]3[C:13](=[CH:14][C:15]([C:19]4[CH:24]=[CH:23][C:22]([O:25][C:26]([F:29])([F:28])[F:27])=[CH:21][CH:20]=4)=[CH:16][CH:17]=3)[CH:12]=[CH:11]2)=[CH:7][CH:6]=1)([CH3:4])([CH3:3])[CH3:2].[C:32](Cl)(=[O:36])[C:33](Cl)=[O:34].[CH2:38]([OH:40])[CH3:39], predict the reaction product. The product is: [CH2:38]([O:40][C:32](=[O:36])[C:33]([C:12]1[C:13]2[C:18](=[CH:17][CH:16]=[C:15]([C:19]3[CH:24]=[CH:23][C:22]([O:25][C:26]([F:28])([F:29])[F:27])=[CH:21][CH:20]=3)[CH:14]=2)[N:10]([CH2:9][C:8]2[CH:30]=[CH:31][C:5]([C:1]([CH3:4])([CH3:2])[CH3:3])=[CH:6][CH:7]=2)[CH:11]=1)=[O:34])[CH3:39]. (3) Given the reactants [CH:1]([C:3]1[CH:4]=[C:5]([C:9]2[N:10]([CH3:20])[C:11]3[C:16]([C:17]=2[C:18]#[N:19])=[CH:15][CH:14]=[CH:13][CH:12]=3)[CH:6]=[N:7][CH:8]=1)=O.[F:21][C:22]([F:28])([F:27])[S:23]([NH2:26])(=[O:25])=[O:24], predict the reaction product. The product is: [C:18]([C:17]1[C:16]2[C:11](=[CH:12][CH:13]=[CH:14][CH:15]=2)[N:10]([CH3:20])[C:9]=1[C:5]1[CH:4]=[C:3]([CH2:1][NH:26][S:23]([C:22]([F:28])([F:27])[F:21])(=[O:25])=[O:24])[CH:8]=[N:7][CH:6]=1)#[N:19]. (4) Given the reactants [Si:1](Cl)([C:4]([CH3:7])([CH3:6])[CH3:5])([CH3:3])[CH3:2].C(N(CC)CC)C.[C:16]([O:19][C@H:20]1[CH2:25][CH2:24][C@H:23]2[C@H:26]3[C@H:35]([CH2:36][CH2:37][C@:21]12[CH3:22])[C@@H:34]1[C:29]([CH2:30][C@@H:31]([OH:38])[CH2:32][CH2:33]1)=[CH:28][CH2:27]3)(=[O:18])[CH3:17].O, predict the reaction product. The product is: [C:16]([O:19][C@H:20]1[CH2:25][CH2:24][C@H:23]2[C@H:26]3[C@H:35]([CH2:36][CH2:37][C@:21]12[CH3:22])[C@@H:34]1[C:29]([CH2:30][C@@H:31]([O:38][Si:1]([C:4]([CH3:7])([CH3:6])[CH3:5])([CH3:3])[CH3:2])[CH2:32][CH2:33]1)=[CH:28][CH2:27]3)(=[O:18])[CH3:17]. (5) Given the reactants [C:1]([O:5][C:6](=[O:17])[NH:7][C:8]1[CH:13]=[C:12]([F:14])[C:11]([Cl:15])=[CH:10][C:9]=1[NH2:16])([CH3:4])([CH3:3])[CH3:2].C([O:22][C:23](=O)[CH2:24][C:25](=[O:38])[C:26]1[CH:31]=[CH:30][CH:29]=[C:28]([C:32]2[CH:37]=[CH:36][N:35]=[CH:34][CH:33]=2)[CH:27]=1)(C)(C)C, predict the reaction product. The product is: [C:1]([O:5][C:6](=[O:17])[NH:7][C:8]1[CH:13]=[C:12]([F:14])[C:11]([Cl:15])=[CH:10][C:9]=1[NH:16][C:23](=[O:22])[CH2:24][C:25](=[O:38])[C:26]1[CH:31]=[CH:30][CH:29]=[C:28]([C:32]2[CH:33]=[CH:34][N:35]=[CH:36][CH:37]=2)[CH:27]=1)([CH3:4])([CH3:2])[CH3:3]. (6) Given the reactants [Br:1][C:2]1[CH:14]=[CH:13][C:12]2[C:11]3[C:6](=[CH:7][C:8]([Br:15])=[CH:9][CH:10]=3)[C:5](=[C:16](SC)SC)[C:4]=2[CH:3]=1.[CH2:21]([Mg]Br)[CH2:22][CH2:23][CH2:24][CH2:25][CH2:26][CH2:27][CH2:28][CH2:29][CH2:30][CH2:31][CH3:32], predict the reaction product. The product is: [Br:1][C:2]1[CH:14]=[CH:13][C:12]2[C:11]3[C:6](=[CH:7][C:8]([Br:15])=[CH:9][CH:10]=3)[C:5](=[C:16]([CH2:6][CH2:7][CH2:8][CH2:9][CH2:10][CH2:11][CH2:12][CH2:4][CH2:3][CH2:2][CH2:14][CH3:13])[CH2:21][CH2:22][CH2:23][CH2:24][CH2:25][CH2:26][CH2:27][CH2:28][CH2:29][CH2:30][CH2:31][CH3:32])[C:4]=2[CH:3]=1.